Dataset: Full USPTO retrosynthesis dataset with 1.9M reactions from patents (1976-2016). Task: Predict the reactants needed to synthesize the given product. (1) Given the product [Br:12][C:13]1[CH:18]=[CH:17][C:16]([S:19]([O:10][CH2:9][CH2:8][CH:5]2[CH2:4][CH2:3][C:2]([CH3:11])([CH3:1])[CH2:7][CH2:6]2)(=[O:21])=[O:20])=[CH:15][CH:14]=1, predict the reactants needed to synthesize it. The reactants are: [CH3:1][C:2]1([CH3:11])[CH2:7][CH2:6][CH:5]([CH2:8][CH2:9][OH:10])[CH2:4][CH2:3]1.[Br:12][C:13]1[CH:18]=[CH:17][C:16]([S:19](Cl)(=[O:21])=[O:20])=[CH:15][CH:14]=1.C(N(CC)CC)C.Cl. (2) Given the product [CH2:24]([O:23][C:21](=[O:22])[CH2:20][O:15][C:13]1[CH:12]=[CH:11][C:6]([C:7]([O:9][CH3:10])=[O:8])=[C:5]([CH:4]([O:3][CH2:1][CH3:2])[O:16][CH2:17][CH3:18])[CH:14]=1)[C:25]1[CH:30]=[CH:29][CH:28]=[CH:27][CH:26]=1, predict the reactants needed to synthesize it. The reactants are: [CH2:1]([O:3][CH:4]([O:16][CH2:17][CH3:18])[C:5]1[CH:14]=[C:13]([OH:15])[CH:12]=[CH:11][C:6]=1[C:7]([O:9][CH3:10])=[O:8])[CH3:2].Br[CH2:20][C:21]([O:23][CH2:24][C:25]1[CH:30]=[CH:29][CH:28]=[CH:27][CH:26]=1)=[O:22].C(=O)([O-])[O-].[K+].[K+].